Predict the product of the given reaction. From a dataset of Forward reaction prediction with 1.9M reactions from USPTO patents (1976-2016). Given the reactants NC1C=CC(C(OC)=O)=C(Cl)C=1C#C.[C:15]([C:18]1[C:19]([NH2:35])=[C:20]([C:29]#[C:30][Si](C)(C)C)[C:21]([Cl:28])=[C:22]([CH:27]=1)[C:23]([O:25][CH3:26])=[O:24])(=[O:17])[CH3:16], predict the reaction product. The product is: [C:15]([C:18]1[C:19]([NH2:35])=[C:20]([C:29]#[CH:30])[C:21]([Cl:28])=[C:22]([CH:27]=1)[C:23]([O:25][CH3:26])=[O:24])(=[O:17])[CH3:16].